From a dataset of Reaction yield outcomes from USPTO patents with 853,638 reactions. Predict the reaction yield, written as a fraction of the theoretical maximum amount of product (1.0 means a 100% yield; for example, 0.34 means a 34% yield). The reactants are P(Cl)(Cl)(Cl)=O.[CH3:6][N:7]1[C:15]2[C:10](=[CH:11][CH:12]=[CH:13][CH:14]=2)[C:9]([CH3:16])=[CH:8]1.[OH-].[Na+].CN([CH:22]=[O:23])C. The catalyst is O. The product is [CH3:6][N:7]1[C:15]2[C:10](=[CH:11][CH:12]=[CH:13][CH:14]=2)[C:9]([CH3:16])=[C:8]1[CH:22]=[O:23]. The yield is 0.910.